Dataset: Forward reaction prediction with 1.9M reactions from USPTO patents (1976-2016). Task: Predict the product of the given reaction. (1) Given the reactants [C:1]([C:5]1[CH:6]=[CH:7][C:8]([O:25][CH3:26])=[C:9]([NH:11][C:12]([NH:14][C:15]2[CH:20]=[CH:19][C:18]([CH3:21])=[CH:17][C:16]=2[N+:22]([O-])=O)=[O:13])[CH:10]=1)([CH3:4])([CH3:3])[CH3:2], predict the reaction product. The product is: [C:1]([C:5]1[CH:6]=[CH:7][C:8]([O:25][CH3:26])=[C:9]([NH:11][C:12]([NH:14][C:15]2[CH:20]=[CH:19][C:18]([CH3:21])=[CH:17][C:16]=2[NH2:22])=[O:13])[CH:10]=1)([CH3:4])([CH3:2])[CH3:3]. (2) Given the reactants [CH3:1][C:2]([O:4][C@H:5]1[C:14]2[C@@:15]3([CH3:30])[C@@H:26]([CH2:27][O:28][CH3:29])[O:25][C:23](=[O:24])[C:17]4=[CH:18][O:19][C:20]([C:21](=[O:22])[C:13]=2[C@@H:8]2[CH2:9][CH2:10][C@H:11]([OH:12])[C@@:7]2([CH3:31])[CH2:6]1)=[C:16]34)=[O:3].[C:32]1([CH:38]2[CH2:43][CH2:42][NH:41][CH2:40][CH2:39]2)[CH:37]=[CH:36][CH:35]=[CH:34][CH:33]=1, predict the reaction product. The product is: [C:2]([O:4][C@H:5]1[C:14]2[C@:15]3([CH3:30])[C:16](/[C:17](=[CH:18]\[N:41]4[CH2:42][CH2:43][CH:38]([C:32]5[CH:37]=[CH:36][CH:35]=[CH:34][CH:33]=5)[CH2:39][CH2:40]4)/[C:23](=[O:24])[O:25][C@@H:26]3[CH2:27][O:28][CH3:29])=[C:20]([OH:19])[C:21](=[O:22])[C:13]=2[CH:8]2[C@@:7]([CH3:31])([C@@H:11]([OH:12])[CH2:10][CH2:9]2)[CH2:6]1)(=[O:3])[CH3:1]. (3) Given the reactants Br[C:2]1[CH:7]=[CH:6][C:5]([CH2:8][N:9]2[CH2:14][CH2:13][N:12]([C:15]([O:17][C:18]([CH3:21])([CH3:20])[CH3:19])=[O:16])[CH2:11][CH2:10]2)=[C:4]([O:22][C:23]2[CH:28]=[CH:27][CH:26]=[CH:25][CH:24]=2)[CH:3]=1.[CH3:29][C:30]1[CH:31]=[C:32](B(O)O)[CH:33]=[CH:34][CH:35]=1.C(=O)([O-])[O-].[K+].[K+].O1CCOCC1, predict the reaction product. The product is: [CH3:29][C:30]1[CH:35]=[C:34]([C:2]2[CH:7]=[CH:6][C:5]([CH2:8][N:9]3[CH2:10][CH2:11][N:12]([C:15]([O:17][C:18]([CH3:20])([CH3:19])[CH3:21])=[O:16])[CH2:13][CH2:14]3)=[C:4]([O:22][C:23]3[CH:24]=[CH:25][CH:26]=[CH:27][CH:28]=3)[CH:3]=2)[CH:33]=[CH:32][CH:31]=1. (4) Given the reactants [CH3:1][O:2][C:3]1[CH:4]=[C:5]([CH:8]=[CH:9][C:10]=1[O:11][CH3:12])[CH2:6]N.[C:13]([BH3-])#[N:14].[Na+], predict the reaction product. The product is: [CH3:1][O:2][C:3]1[CH:4]=[C:5]([CH:8]=[CH:9][C:10]=1[O:11][CH3:12])[CH2:6][NH:14][CH2:13][C:8]1[CH:5]=[CH:4][C:3]([O:2][CH3:1])=[C:10]([O:11][CH3:12])[CH:9]=1.